Dataset: Forward reaction prediction with 1.9M reactions from USPTO patents (1976-2016). Task: Predict the product of the given reaction. (1) Given the reactants [F:1][C:2]1([F:22])[O:14][C:13]2[CH:12]=[C:11]3[C:6]([N:7]=[C:8]([C:16]4[CH:21]=[CH:20][CH:19]=[CH:18][CH:17]=4)[C:9](=[O:15])[NH:10]3)=[CH:5][C:4]=2[O:3]1.[CH3:23]OC(OC)N(C)C, predict the reaction product. The product is: [F:22][C:2]1([F:1])[O:14][C:13]2[CH:12]=[C:11]3[C:6]([N:7]=[C:8]([C:16]4[CH:21]=[CH:20][CH:19]=[CH:18][CH:17]=4)[C:9](=[O:15])[N:10]3[CH3:23])=[CH:5][C:4]=2[O:3]1. (2) Given the reactants [C:1]([OH:13])(=O)[C:2]1[CH:11]=[CH:10][C:9]2[C:4](=[CH:5][CH:6]=[CH:7][CH:8]=2)[N:3]=1.CN(C(ON1N=NC2C=CC=NC1=2)=[N+](C)C)C.F[P-](F)(F)(F)(F)F.C(N(C(C)C)CC)(C)C.[NH2:47][CH2:48][CH2:49][NH:50][C:51]1[N:56]=[C:55]([C:57]2[CH:62]=[CH:61][CH:60]=[CH:59][CH:58]=2)[N:54]=[C:53]([NH:63][CH2:64][CH2:65][NH:66][C:67](=[O:69])[CH3:68])[CH:52]=1, predict the reaction product. The product is: [C:67]([NH:66][CH2:65][CH2:64][NH:63][C:53]1[N:54]=[C:55]([C:57]2[CH:58]=[CH:59][CH:60]=[CH:61][CH:62]=2)[N:56]=[C:51]([NH:50][CH2:49][CH2:48][NH:47][C:1]([C:2]2[CH:11]=[CH:10][C:9]3[C:4](=[CH:5][CH:6]=[CH:7][CH:8]=3)[N:3]=2)=[O:13])[CH:52]=1)(=[O:69])[CH3:68]. (3) Given the reactants [Cl:1][C:2]1[CH:3]=[C:4]([CH:11]=[C:12]([Cl:14])[N:13]=1)[C:5](N(OC)C)=[O:6].O1CCC[CH2:16]1.C[Mg]Br.[Cl-].[NH4+], predict the reaction product. The product is: [Cl:1][C:2]1[CH:3]=[C:4]([C:5](=[O:6])[CH3:16])[CH:11]=[C:12]([Cl:14])[N:13]=1. (4) Given the reactants [CH2:1]([C:5]1[C:9]([C:10]([F:13])([F:12])[F:11])=[C:8]([C:14]([OH:16])=O)[O:7][N:6]=1)[CH:2]([CH3:4])[CH3:3].N1C=CC=CC=1.[F:23]C1N=C(F)N=C(F)N=1, predict the reaction product. The product is: [CH2:1]([C:5]1[C:9]([C:10]([F:13])([F:12])[F:11])=[C:8]([C:14]([F:23])=[O:16])[O:7][N:6]=1)[CH:2]([CH3:4])[CH3:3]. (5) Given the reactants [CH2:1]([O:3][C:4]([C:6]1[C:15](=[O:16])[C:14]2[C:9](=[C:10]([C:19]#[C:20][CH2:21][CH:22]3[CH2:26][CH2:25][CH2:24][NH:23]3)[C:11]([F:18])=[C:12]([F:17])[CH:13]=2)[N:8]([CH:27]2[CH2:29][CH2:28]2)[CH:7]=1)=[O:5])[CH3:2], predict the reaction product. The product is: [CH2:1]([O:3][C:4]([C:6]1[C:15](=[O:16])[C:14]2[C:9](=[C:10](/[CH:19]=[CH:20]\[CH2:21][CH:22]3[CH2:26][CH2:25][CH2:24][NH:23]3)[C:11]([F:18])=[C:12]([F:17])[CH:13]=2)[N:8]([CH:27]2[CH2:28][CH2:29]2)[CH:7]=1)=[O:5])[CH3:2]. (6) Given the reactants FC(F)(F)C(O)=O.[NH2:8][C@H:9]([C:19]1[C:24]([C:25]2[CH:26]=[CH:27][C:28]([F:34])=[C:29]([CH:33]=2)[C:30]([NH2:32])=[O:31])=[CH:23][CH:22]=[CH:21][N:20]=1)[CH2:10][C:11]1[CH:16]=[C:15]([F:17])[CH:14]=[C:13]([F:18])[CH:12]=1.[F:35][C:36]1([F:54])[CH2:44][CH:43]2[CH2:45][CH:42]2[C:41]2[N:40]([CH2:46][C:47](O)=[O:48])[N:39]=[C:38]([C:50](F)([F:52])[F:51])[C:37]1=2, predict the reaction product. The product is: [F:52][CH:50]([F:51])[C:38]1[C:37]2[C:36]([F:54])([F:35])[CH2:44][CH:43]3[CH2:45][CH:42]3[C:41]=2[N:40]([CH2:46][C:47]([NH:8][C@H:9]([C:19]2[C:24]([C:25]3[CH:26]=[CH:27][C:28]([F:34])=[C:29]([CH:33]=3)[C:30]([NH2:32])=[O:31])=[CH:23][CH:22]=[CH:21][N:20]=2)[CH2:10][C:11]2[CH:12]=[C:13]([F:18])[CH:14]=[C:15]([F:17])[CH:16]=2)=[O:48])[N:39]=1.